The task is: Regression. Given two drug SMILES strings and cell line genomic features, predict the synergy score measuring deviation from expected non-interaction effect.. This data is from NCI-60 drug combinations with 297,098 pairs across 59 cell lines. (1) Drug 1: CS(=O)(=O)CCNCC1=CC=C(O1)C2=CC3=C(C=C2)N=CN=C3NC4=CC(=C(C=C4)OCC5=CC(=CC=C5)F)Cl. Drug 2: CCN(CC)CCCC(C)NC1=C2C=C(C=CC2=NC3=C1C=CC(=C3)Cl)OC. Cell line: IGROV1. Synergy scores: CSS=23.5, Synergy_ZIP=4.65, Synergy_Bliss=8.76, Synergy_Loewe=-3.09, Synergy_HSA=7.70. (2) Drug 2: CC(C)CN1C=NC2=C1C3=CC=CC=C3N=C2N. Drug 1: CC1C(C(CC(O1)OC2CC(CC3=C2C(=C4C(=C3O)C(=O)C5=C(C4=O)C(=CC=C5)OC)O)(C(=O)CO)O)N)O.Cl. Cell line: RXF 393. Synergy scores: CSS=7.17, Synergy_ZIP=-0.172, Synergy_Bliss=-2.60, Synergy_Loewe=-4.55, Synergy_HSA=-1.28.